From a dataset of Full USPTO retrosynthesis dataset with 1.9M reactions from patents (1976-2016). Predict the reactants needed to synthesize the given product. (1) Given the product [CH3:20][C:21]1[CH:26]=[C:25]([C:2]2[CH:3]=[C:4]([CH:14]=[C:15]([N+:17]([O-:19])=[O:18])[CH:16]=2)[CH2:5][N:6]2[CH2:9][CH:8]([C:10]([O:12][CH3:13])=[O:11])[CH2:7]2)[CH:24]=[CH:23][N:22]=1, predict the reactants needed to synthesize it. The reactants are: Br[C:2]1[CH:3]=[C:4]([CH:14]=[C:15]([N+:17]([O-:19])=[O:18])[CH:16]=1)[CH2:5][N:6]1[CH2:9][CH:8]([C:10]([O:12][CH3:13])=[O:11])[CH2:7]1.[CH3:20][C:21]1[CH:26]=[C:25](B(O)O)[CH:24]=[CH:23][N:22]=1.C([O-])([O-])=O.[Na+].[Na+]. (2) Given the product [Cl:37][C:35]1[CH:34]=[CH:33][C:32]([N+:38]([O-:40])=[O:39])=[C:31]([C:28]2[CH:29]=[CH:30][N:25]([CH:17]([C:16]3[NH:15][C:14]4[CH:13]=[CH:12][C:4]([C:5]([O:7][C:8]([CH3:10])([CH3:11])[CH3:9])=[O:6])=[CH:3][C:2]=4[N:1]=3)[CH2:18][C:19]3[CH:24]=[CH:23][CH:22]=[CH:21][CH:20]=3)[C:26](=[O:41])[CH:27]=2)[CH:36]=1, predict the reactants needed to synthesize it. The reactants are: [NH2:1][C:2]1[CH:3]=[C:4]([CH:12]=[CH:13][C:14]=1[NH:15][C:16](=O)[CH:17]([N:25]1[CH:30]=[CH:29][C:28]([C:31]2[CH:36]=[C:35]([Cl:37])[CH:34]=[CH:33][C:32]=2[N+:38]([O-:40])=[O:39])=[CH:27][C:26]1=[O:41])[CH2:18][C:19]1[CH:24]=[CH:23][CH:22]=[CH:21][CH:20]=1)[C:5]([O:7][C:8]([CH3:11])([CH3:10])[CH3:9])=[O:6]. (3) Given the product [O:1]1[CH:5]=[N:4][N:3]=[C:2]1[C@H:6]([NH2:9])[CH2:7][CH3:8], predict the reactants needed to synthesize it. The reactants are: [O:1]1[CH:5]=[N:4][N:3]=[C:2]1[C@H:6]([NH:9]C(=O)OC(C)(C)C)[CH2:7][CH3:8].C(O)(C(F)(F)F)=O.C(=O)([O-])[O-].